Dataset: NCI-60 drug combinations with 297,098 pairs across 59 cell lines. Task: Regression. Given two drug SMILES strings and cell line genomic features, predict the synergy score measuring deviation from expected non-interaction effect. Cell line: OVCAR-8. Drug 1: C1=CC=C(C=C1)NC(=O)CCCCCCC(=O)NO. Drug 2: CC1C(C(CC(O1)OC2CC(CC3=C2C(=C4C(=C3O)C(=O)C5=CC=CC=C5C4=O)O)(C(=O)C)O)N)O. Synergy scores: CSS=44.5, Synergy_ZIP=-7.37, Synergy_Bliss=-1.90, Synergy_Loewe=-5.20, Synergy_HSA=2.63.